From a dataset of Reaction yield outcomes from USPTO patents with 853,638 reactions. Predict the reaction yield, written as a fraction of the theoretical maximum amount of product (1.0 means a 100% yield; for example, 0.34 means a 34% yield). (1) The reactants are [Li]CCCC.CCCCCC.Br[C:13]1[CH:18]=[CH:17][C:16]([O:19][CH3:20])=[CH:15][C:14]=1[C:21]1[CH:26]=[CH:25][CH:24]=[CH:23][CH:22]=1.C[O:28][B:29](OC)[O:30]C.Cl. The catalyst is O1CCCC1. The product is [CH3:20][O:19][C:16]1[CH:17]=[CH:18][C:13]([B:29]([OH:30])[OH:28])=[C:14]([C:21]2[CH:26]=[CH:25][CH:24]=[CH:23][CH:22]=2)[CH:15]=1. The yield is 0.570. (2) The reactants are [H-].[Na+].[C:3]1(=[O:9])[CH2:8][CH2:7][CH2:6][CH2:5][CH2:4]1.Cl[CH2:11][C:12]([O:14]COC)=[CH2:13]. The catalyst is CN(C=O)C. The product is [O:14]=[C:12]([CH3:13])[CH2:11][CH:4]1[CH2:5][CH2:6][CH2:7][CH2:8][C:3]1=[O:9]. The yield is 0.230. (3) The reactants are Cl.[N:2]1([C:8]([C:10]2[CH:15]=[CH:14][C:13]([C:16]3[CH:17]=[C:18]4[C:24]([C:25]5[CH:33]=[CH:32][C:28]([C:29]([NH2:31])=[O:30])=[CH:27][CH:26]=5)=[CH:23][NH:22][C:19]4=[N:20][CH:21]=3)=[CH:12][CH:11]=2)=[O:9])[CH2:7][CH2:6][NH:5][CH2:4][CH2:3]1.C(N(CC)CC)C.[C:41](OC(=O)C)(=[O:43])[CH3:42].CCOC(C)=O. The catalyst is CO. The product is [C:41]([N:5]1[CH2:4][CH2:3][N:2]([C:8]([C:10]2[CH:15]=[CH:14][C:13]([C:16]3[CH:17]=[C:18]4[C:24]([C:25]5[CH:26]=[CH:27][C:28]([C:29]([NH2:31])=[O:30])=[CH:32][CH:33]=5)=[CH:23][NH:22][C:19]4=[N:20][CH:21]=3)=[CH:12][CH:11]=2)=[O:9])[CH2:7][CH2:6]1)(=[O:43])[CH3:42]. The yield is 0.250. (4) The reactants are [C:1]1([CH2:7][O:8][C:9]2[CH:10]=[C:11]3[C:15](=[CH:16][CH:17]=2)[N:14]([S:18]([C:21]2[CH:26]=[CH:25][CH:24]=[CH:23][CH:22]=2)(=[O:20])=[O:19])[C:13]([CH:27]=[O:28])=[CH:12]3)[CH:6]=[CH:5][CH:4]=[CH:3][CH:2]=1.S(Cl)([Cl:32])(=O)=O. The catalyst is CC(O)=O.C(Cl)Cl. The product is [Cl:32][C:10]1[C:9]([O:8][CH2:7][C:1]2[CH:2]=[CH:3][CH:4]=[CH:5][CH:6]=2)=[CH:17][CH:16]=[C:15]2[C:11]=1[CH:12]=[C:13]([CH:27]=[O:28])[N:14]2[S:18]([C:21]1[CH:22]=[CH:23][CH:24]=[CH:25][CH:26]=1)(=[O:19])=[O:20]. The yield is 0.740.